Task: Regression. Given two drug SMILES strings and cell line genomic features, predict the synergy score measuring deviation from expected non-interaction effect.. Dataset: NCI-60 drug combinations with 297,098 pairs across 59 cell lines (1) Drug 1: C1CCC(C1)C(CC#N)N2C=C(C=N2)C3=C4C=CNC4=NC=N3. Drug 2: CN(CC1=CN=C2C(=N1)C(=NC(=N2)N)N)C3=CC=C(C=C3)C(=O)NC(CCC(=O)O)C(=O)O. Cell line: SNB-19. Synergy scores: CSS=48.6, Synergy_ZIP=5.55, Synergy_Bliss=3.88, Synergy_Loewe=-39.8, Synergy_HSA=2.07. (2) Drug 1: CS(=O)(=O)C1=CC(=C(C=C1)C(=O)NC2=CC(=C(C=C2)Cl)C3=CC=CC=N3)Cl. Drug 2: CC12CCC3C(C1CCC2OP(=O)(O)O)CCC4=C3C=CC(=C4)OC(=O)N(CCCl)CCCl.[Na+]. Cell line: M14. Synergy scores: CSS=2.04, Synergy_ZIP=1.49, Synergy_Bliss=2.46, Synergy_Loewe=-1.74, Synergy_HSA=-1.11. (3) Drug 1: C1CN(P(=O)(OC1)NCCCl)CCCl. Drug 2: CC(C)CN1C=NC2=C1C3=CC=CC=C3N=C2N. Cell line: SR. Synergy scores: CSS=6.02, Synergy_ZIP=-3.28, Synergy_Bliss=-4.49, Synergy_Loewe=-0.812, Synergy_HSA=-1.75. (4) Drug 1: C1CCC(C1)C(CC#N)N2C=C(C=N2)C3=C4C=CNC4=NC=N3. Drug 2: CCCCC(=O)OCC(=O)C1(CC(C2=C(C1)C(=C3C(=C2O)C(=O)C4=C(C3=O)C=CC=C4OC)O)OC5CC(C(C(O5)C)O)NC(=O)C(F)(F)F)O. Cell line: A498. Synergy scores: CSS=6.52, Synergy_ZIP=-1.11, Synergy_Bliss=3.82, Synergy_Loewe=3.16, Synergy_HSA=3.32. (5) Drug 1: C1=NC2=C(N=C(N=C2N1C3C(C(C(O3)CO)O)O)F)N. Drug 2: C1CNP(=O)(OC1)N(CCCl)CCCl. Cell line: MALME-3M. Synergy scores: CSS=2.66, Synergy_ZIP=-2.67, Synergy_Bliss=-1.59, Synergy_Loewe=-10.1, Synergy_HSA=-2.46. (6) Cell line: MALME-3M. Drug 2: CC=C1C(=O)NC(C(=O)OC2CC(=O)NC(C(=O)NC(CSSCCC=C2)C(=O)N1)C(C)C)C(C)C. Drug 1: CC1=CC=C(C=C1)C2=CC(=NN2C3=CC=C(C=C3)S(=O)(=O)N)C(F)(F)F. Synergy scores: CSS=45.1, Synergy_ZIP=3.31, Synergy_Bliss=2.79, Synergy_Loewe=-64.1, Synergy_HSA=-3.86. (7) Drug 2: CC1C(C(CC(O1)OC2CC(CC3=C2C(=C4C(=C3O)C(=O)C5=CC=CC=C5C4=O)O)(C(=O)C)O)N)O. Drug 1: CNC(=O)C1=NC=CC(=C1)OC2=CC=C(C=C2)NC(=O)NC3=CC(=C(C=C3)Cl)C(F)(F)F. Cell line: SF-295. Synergy scores: CSS=52.4, Synergy_ZIP=4.23, Synergy_Bliss=4.62, Synergy_Loewe=-7.84, Synergy_HSA=8.41.